Dataset: Forward reaction prediction with 1.9M reactions from USPTO patents (1976-2016). Task: Predict the product of the given reaction. (1) Given the reactants [NH2:1][C@H:2]1[CH2:7][CH2:6][C@H:5]([CH2:8][NH:9][C:10]2[N:15]=[C:14]([N:16]3[C:20]4[CH:21]=[CH:22][CH:23]=[CH:24][C:19]=4[N:18]=[C:17]3[CH:25]([F:27])[F:26])[CH:13]=[C:12]([N:28]3[CH2:33][CH2:32][O:31][CH2:30][CH2:29]3)[N:11]=2)[CH2:4][CH2:3]1.[F:34][CH:35]([CH3:48])[CH2:36]OS(C1C=CC(C)=CC=1)(=O)=O.P([O-])([O-])([O-])=O.[K+].[K+].[K+].O, predict the reaction product. The product is: [F:34][CH:35]([CH3:48])[CH2:36][N:1]([CH2:48][CH:35]([F:34])[CH3:36])[C@H:2]1[CH2:7][CH2:6][C@H:5]([CH2:8][NH:9][C:10]2[N:15]=[C:14]([N:16]3[C:20]4[CH:21]=[CH:22][CH:23]=[CH:24][C:19]=4[N:18]=[C:17]3[CH:25]([F:26])[F:27])[CH:13]=[C:12]([N:28]3[CH2:29][CH2:30][O:31][CH2:32][CH2:33]3)[N:11]=2)[CH2:4][CH2:3]1. (2) Given the reactants [CH:1]1([CH2:4][O:5][C:6]2[CH:11]=[C:10]([O:12][CH3:13])[CH:9]=[CH:8][C:7]=2[C:14]2[C:15]3[NH:22][C:21]([CH3:23])=[C:20]([C:24]([NH:26][CH:27]4[CH2:32][CH2:31][NH:30][CH2:29][CH2:28]4)=[O:25])[C:16]=3[N:17]=[CH:18][N:19]=2)[CH2:3][CH2:2]1.C([O:36][C@@H:37]([CH3:41])[C:38](Cl)=[O:39])(=O)C, predict the reaction product. The product is: [CH:1]1([CH2:4][O:5][C:6]2[CH:11]=[C:10]([O:12][CH3:13])[CH:9]=[CH:8][C:7]=2[C:14]2[C:15]3[NH:22][C:21]([CH3:23])=[C:20]([C:24]([NH:26][CH:27]4[CH2:28][CH2:29][N:30]([C:38](=[O:39])[C@@H:37]([OH:36])[CH3:41])[CH2:31][CH2:32]4)=[O:25])[C:16]=3[N:17]=[CH:18][N:19]=2)[CH2:3][CH2:2]1. (3) Given the reactants [Br:1][C:2]1[CH:3]=[C:4]([B:9]([OH:11])[OH:10])[C:5]([F:8])=[N:6][CH:7]=1.[CH3:12][N:13]([CH2:18][C:19](O)=[O:20])[CH2:14][C:15](O)=[O:16].CS(C)=O, predict the reaction product. The product is: [Br:1][C:2]1[CH:3]=[C:4]([B:9]2[O:11][C:19](=[O:20])[CH2:18][N:13]([CH3:12])[CH2:14][C:15](=[O:16])[O:10]2)[C:5]([F:8])=[N:6][CH:7]=1. (4) Given the reactants [NH2:1][C:2]1[CH:7]=[CH:6][C:5]([S:8]([N:11]([CH2:18][CH3:19])[C:12]2[CH:17]=[CH:16][CH:15]=[CH:14][CH:13]=2)(=[O:10])=[O:9])=[CH:4][C:3]=1[Cl:20].[N:21]([C:24]1[CH:33]=[CH:32][CH:31]=[CH:30][C:25]=1[C:26](OC)=[O:27])=[C:22]=[O:23], predict the reaction product. The product is: [Cl:20][C:3]1[CH:4]=[C:5]([S:8]([N:11]([CH2:18][CH3:19])[C:12]2[CH:17]=[CH:16][CH:15]=[CH:14][CH:13]=2)(=[O:10])=[O:9])[CH:6]=[CH:7][C:2]=1[N:1]1[C:26](=[O:27])[C:25]2[C:24](=[CH:33][CH:32]=[CH:31][CH:30]=2)[NH:21][C:22]1=[O:23]. (5) Given the reactants [C:1]([N:4]([C:28]([O:30][C:31]([CH3:34])([CH3:33])[CH3:32])=[O:29])[N:5]1[CH2:10][C:9]([CH2:11][O:12]CC2C=CC=CC=2)=[N:8][N:7]([C:20]([O:22][C:23]([CH3:26])([CH3:25])[CH3:24])=[O:21])[C:6]1=[O:27])(=[O:3])[CH3:2], predict the reaction product. The product is: [C:1]([N:4]([C:28]([O:30][C:31]([CH3:34])([CH3:33])[CH3:32])=[O:29])[N:5]1[CH2:10][C:9]([CH2:11][OH:12])=[N:8][N:7]([C:20]([O:22][C:23]([CH3:24])([CH3:25])[CH3:26])=[O:21])[C:6]1=[O:27])(=[O:3])[CH3:2]. (6) Given the reactants [CH3:1][O:2][C:3]1[CH:4]=[C:5]2[C:9](=[CH:10][CH:11]=1)[NH:8][C:7]([C:12]([O:14][CH2:15][CH3:16])=[O:13])=[C:6]2[CH2:17][CH:18]([N+:25]([O-])=O)[CH2:19][CH2:20][C:21]([O:23][CH3:24])=[O:22].Cl, predict the reaction product. The product is: [NH2:25][CH:18]([CH2:19][CH2:20][C:21]([O:23][CH3:24])=[O:22])[CH2:17][C:6]1[C:5]2[C:9](=[CH:10][CH:11]=[C:3]([O:2][CH3:1])[CH:4]=2)[NH:8][C:7]=1[C:12]([O:14][CH2:15][CH3:16])=[O:13]. (7) Given the reactants [Br:1][C:2]1[C:3]([Cl:20])=[C:4]([NH:15][S:16]([CH3:19])(=[O:18])=[O:17])[CH:5]=[C:6]([F:14])[C:7]=1[CH2:8][C:9]1[NH:10][CH2:11][CH2:12][N:13]=1.Cl, predict the reaction product. The product is: [ClH:20].[Br:1][C:2]1[C:3]([Cl:20])=[C:4]([NH:15][S:16]([CH3:19])(=[O:18])=[O:17])[CH:5]=[C:6]([F:14])[C:7]=1[CH2:8][C:9]1[NH:13][CH2:12][CH2:11][N:10]=1. (8) The product is: [CH:35]1([C@H:27]([NH:26][C:24]([C:23]2[CH:22]=[CH:21][C:20]([C:41]3[CH:46]=[CH:45][C:44]([F:47])=[C:43]([F:48])[CH:42]=3)=[CH:19][C:18]=2[NH:17][C:15]([NH:14][C:3]2[C:2]([Cl:1])=[CH:7][C:6]([O:8][C:9]([F:10])([F:12])[F:11])=[CH:5][C:4]=2[Cl:13])=[O:16])=[O:25])[C:28]([O:30][C:31]([CH3:33])([CH3:32])[CH3:34])=[O:29])[CH2:40][CH2:39][CH2:38][CH2:37][CH2:36]1. Given the reactants [Cl:1][C:2]1[CH:7]=[C:6]([O:8][C:9]([F:12])([F:11])[F:10])[CH:5]=[C:4]([Cl:13])[C:3]=1[N:14]=[C:15]=[O:16].[NH2:17][C:18]1[CH:19]=[C:20]([C:41]2[CH:46]=[CH:45][C:44]([F:47])=[C:43]([F:48])[CH:42]=2)[CH:21]=[CH:22][C:23]=1[C:24]([NH:26][C@@H:27]([CH:35]1[CH2:40][CH2:39][CH2:38][CH2:37][CH2:36]1)[C:28]([O:30][C:31]([CH3:34])([CH3:33])[CH3:32])=[O:29])=[O:25].CCCCCC.C(OCC)(=O)C, predict the reaction product. (9) Given the reactants C([O:5]C1C=CC(SC(C2C=CC=C(Cl)C=2)C(NO)=O)=CC=1)C#CC.[CH2:25]([O:29][C:30]1[CH:35]=[CH:34][C:33]([S:36]([CH:38]([C:43]2[CH:48]=[CH:47][CH:46]=[C:45]([Cl:49])[CH:44]=2)[C:39]([NH:41][OH:42])=[O:40])=[O:37])=[CH:32][CH:31]=1)[C:26]#[C:27][CH3:28], predict the reaction product. The product is: [CH2:25]([O:29][C:30]1[CH:31]=[CH:32][C:33]([S:36]([CH:38]([C:43]2[CH:48]=[CH:47][CH:46]=[C:45]([Cl:49])[CH:44]=2)[C:39]([NH:41][OH:42])=[O:40])(=[O:5])=[O:37])=[CH:34][CH:35]=1)[C:26]#[C:27][CH3:28].